Dataset: Forward reaction prediction with 1.9M reactions from USPTO patents (1976-2016). Task: Predict the product of the given reaction. Given the reactants [CH2:1]([N:3]1[C:12]2[C:7](=[CH:8][C:9]([F:29])=[C:10]([N:13]3[CH2:18][CH2:17][N:16]([CH2:19][C:20]([C:22]4[CH:27]=[CH:26][C:25]([F:28])=[CH:24][CH:23]=4)=[O:21])[CH2:15][CH2:14]3)[CH:11]=2)[C:6](=[O:30])[C:5]([C:31]([OH:33])=[O:32])=[CH:4]1)[CH3:2].Cl.[NH2:35]O, predict the reaction product. The product is: [CH2:1]([N:3]1[C:12]2[C:7](=[CH:8][C:9]([F:29])=[C:10]([N:13]3[CH2:14][CH2:15][N:16]([C:19](=[NH:35])[CH:20]([C:22]4[CH:27]=[CH:26][C:25]([F:28])=[CH:24][CH:23]=4)[OH:21])[CH2:17][CH2:18]3)[CH:11]=2)[C:6](=[O:30])[C:5]([C:31]([OH:33])=[O:32])=[CH:4]1)[CH3:2].